This data is from Forward reaction prediction with 1.9M reactions from USPTO patents (1976-2016). The task is: Predict the product of the given reaction. (1) Given the reactants C([Si]([O:8]/[C:9](/[C:12]1[CH:17]=[CH:16][CH:15]=[CH:14][CH:13]=1)=[CH:10]\[CH3:11])(C)C)(C)(C)C.CC[C@@H]1[C@@H]2C[C@H]([C@@H](OC3C4C(=CC=CC=4)C(O[C@@H](C4C=CN=C5C=4C=C(OC)C=C5)[C@@H]4N5C[C@H](CC)[C@@H](CC5)C4)=NN=3)C3C=CN=C4C=3C=C([O:39]C)C=C4)N(CC2)C1.CS(N)(=O)=O, predict the reaction product. The product is: [C:12]1([C:9](=[O:8])[C@H:10]([OH:39])[CH3:11])[CH:17]=[CH:16][CH:15]=[CH:14][CH:13]=1. (2) Given the reactants Cl.[CH3:2][O:3][C:4](=[O:26])[C@H:5]([CH2:22][CH2:23][S:24][CH3:25])[NH:6][C:7](=[O:21])[C:8]1[CH:13]=[CH:12][C:11]([NH2:14])=[CH:10][C:9]=1[C:15]1[CH:20]=[CH:19][CH:18]=[CH:17][CH:16]=1.Cl.[CH3:28][N:29]1[CH:33]=[C:32]([CH2:34][C:35](O)=[O:36])[N:31]=[CH:30]1.C(N(C(C)C)CC)(C)C.CN(C(ON1N=NC2C1=CC=CC=2)=[N+](C)C)C.F[P-](F)(F)(F)(F)F, predict the reaction product. The product is: [CH3:2][O:3][C:4](=[O:26])[C@H:5]([CH2:22][CH2:23][S:24][CH3:25])[NH:6][C:7](=[O:21])[C:8]1[CH:13]=[CH:12][C:11]([NH:14][C:35](=[O:36])[CH2:34][C:32]2[N:31]=[CH:30][N:29]([CH3:28])[CH:33]=2)=[CH:10][C:9]=1[C:15]1[CH:16]=[CH:17][CH:18]=[CH:19][CH:20]=1. (3) The product is: [CH3:13][C:12]1[C:7]([NH:6][CH:1]([CH2:5][CH3:4])[CH2:2][CH3:3])=[N:8][C:9]([NH:15][CH2:16][C:17]2[CH:22]=[CH:21][CH:20]=[CH:19][N:18]=2)=[N:10][C:11]=1[CH3:14]. Given the reactants [CH:1]1([NH:6][C:7]2[C:12]([CH3:13])=[C:11]([CH3:14])[N:10]=[C:9]([NH:15][CH2:16][C:17]3[CH:22]=[CH:21][CH:20]=[CH:19][N:18]=3)[N:8]=2)[CH2:5][CH2:4][CH2:3][CH2:2]1.C1(N)CCC1, predict the reaction product. (4) Given the reactants [Br:1][C:2]1[CH:7]=[C:6]([N:8]2[CH2:13][CH2:12][CH2:11][CH2:10][S:9]2(=[O:15])=[O:14])[N:5]=[C:4]([C:16]([O:18]C)=[O:17])[C:3]=1[OH:20].[OH-].[Na+], predict the reaction product. The product is: [Br:1][C:2]1[CH:7]=[C:6]([N:8]2[CH2:13][CH2:12][CH2:11][CH2:10][S:9]2(=[O:15])=[O:14])[N:5]=[C:4]([C:16]([OH:18])=[O:17])[C:3]=1[OH:20].